This data is from Peptide-MHC class II binding affinity with 134,281 pairs from IEDB. The task is: Regression. Given a peptide amino acid sequence and an MHC pseudo amino acid sequence, predict their binding affinity value. This is MHC class II binding data. The peptide sequence is MMFLSLGVGADQGCAR. The MHC is DRB5_0101 with pseudo-sequence DRB5_0101. The binding affinity (normalized) is 0.652.